Dataset: Catalyst prediction with 721,799 reactions and 888 catalyst types from USPTO. Task: Predict which catalyst facilitates the given reaction. (1) Reactant: [CH2:1]([C:8]1[C:9]2[CH2:30][N:29](C(OC(C)(C)C)=O)[CH2:28][CH2:27][C:10]=2[N:11]=[C:12]([NH:14][C:15]2[CH:20]=[CH:19][C:18]([N:21]3[CH:25]=[CH:24][N:23]=[C:22]3[CH3:26])=[CH:17][CH:16]=2)[N:13]=1)[C:2]1[CH:7]=[CH:6][CH:5]=[CH:4][CH:3]=1.Cl. Product: [CH2:1]([C:8]1[C:9]2[CH2:30][NH:29][CH2:28][CH2:27][C:10]=2[N:11]=[C:12]([NH:14][C:15]2[CH:16]=[CH:17][C:18]([N:21]3[CH:25]=[CH:24][N:23]=[C:22]3[CH3:26])=[CH:19][CH:20]=2)[N:13]=1)[C:2]1[CH:3]=[CH:4][CH:5]=[CH:6][CH:7]=1. The catalyst class is: 5. (2) Reactant: Br[CH2:2][CH2:3][CH2:4][N:5]([CH:13]1[CH2:15][CH2:14]1)[C:6](=[O:12])[O:7][C:8]([CH3:11])([CH3:10])[CH3:9].[N-:16]=[N+:17]=[N-:18].[Na+]. Product: [N:16]([CH2:2][CH2:3][CH2:4][N:5]([CH:13]1[CH2:15][CH2:14]1)[C:6](=[O:12])[O:7][C:8]([CH3:11])([CH3:10])[CH3:9])=[N+:17]=[N-:18]. The catalyst class is: 60.